This data is from CYP3A4 inhibition data for predicting drug metabolism from PubChem BioAssay. The task is: Regression/Classification. Given a drug SMILES string, predict its absorption, distribution, metabolism, or excretion properties. Task type varies by dataset: regression for continuous measurements (e.g., permeability, clearance, half-life) or binary classification for categorical outcomes (e.g., BBB penetration, CYP inhibition). Dataset: cyp3a4_veith. (1) The drug is Nc1ccc(S(=O)(=O)Nc2ccccn2)cc1. The result is 0 (non-inhibitor). (2) The drug is Cc1ccc(-c2nn(-c3ccccc3)cc2/C=N/NS(=O)(=O)c2ccccc2)cc1. The result is 0 (non-inhibitor). (3) The compound is COc1ccccc1C1(CC(=O)Nc2nccs2)CCOC(C(C)C)C1. The result is 1 (inhibitor). (4) The molecule is O=C(CNC(=O)Cc1ccccc1)NCC(=O)OCc1ccccc1. The result is 0 (non-inhibitor).